From a dataset of HIV replication inhibition screening data with 41,000+ compounds from the AIDS Antiviral Screen. Binary Classification. Given a drug SMILES string, predict its activity (active/inactive) in a high-throughput screening assay against a specified biological target. (1) The molecule is CCOCc1cc(=O)c2c(O)cc3c(c2o1)CCC(C)(C)O3. The result is 0 (inactive). (2) The compound is COC(=O)c1cc(C)n(NC(=O)OC(C)(C)C)c1C. The result is 0 (inactive). (3) The drug is N#Cc1ccccc1NC(=O)C(=O)C(C(=O)c1ccccc1-c1ccccc1)C1OC(=O)c2ccccc21. The result is 0 (inactive). (4) The drug is CC(=S)NC=Cc1nc2ccccc2nc1O. The result is 0 (inactive). (5) The molecule is CC(C)(C)c1ccc(N=O)cc1. The result is 0 (inactive). (6) The drug is CSC1=[S+][Zn-2]2([OH+]C(C)=O)[OH+]c3c(C)ncc(CO)c3C=[N+]2[N-]1. The result is 1 (active). (7) The molecule is S=C(NCc1ccccc1-c1ccccc1)Nc1ccc(Br)cn1. The result is 0 (inactive). (8) The compound is Cc1c2n(c3ccccc13)CC1CON(C)C21. The result is 0 (inactive). (9) The drug is CC(C(=O)COCc1ccccc1)P1(=O)OC(C)(C)CN1C(C)(C)C. The result is 0 (inactive).